From a dataset of NCI-60 drug combinations with 297,098 pairs across 59 cell lines. Regression. Given two drug SMILES strings and cell line genomic features, predict the synergy score measuring deviation from expected non-interaction effect. (1) Drug 1: CC1C(C(CC(O1)OC2CC(CC3=C2C(=C4C(=C3O)C(=O)C5=C(C4=O)C(=CC=C5)OC)O)(C(=O)C)O)N)O.Cl. Drug 2: C1CNP(=O)(OC1)N(CCCl)CCCl. Cell line: NCIH23. Synergy scores: CSS=19.7, Synergy_ZIP=6.12, Synergy_Bliss=6.12, Synergy_Loewe=-32.2, Synergy_HSA=4.09. (2) Drug 1: C1=CN(C=N1)CC(O)(P(=O)(O)O)P(=O)(O)O. Drug 2: C1CN1C2=NC(=NC(=N2)N3CC3)N4CC4. Cell line: MALME-3M. Synergy scores: CSS=13.4, Synergy_ZIP=-3.58, Synergy_Bliss=-1.86, Synergy_Loewe=-1.25, Synergy_HSA=-2.23. (3) Cell line: UACC62. Drug 2: CS(=O)(=O)OCCCCOS(=O)(=O)C. Synergy scores: CSS=2.56, Synergy_ZIP=-1.07, Synergy_Bliss=-0.163, Synergy_Loewe=0.171, Synergy_HSA=-1.74. Drug 1: CCC(=C(C1=CC=CC=C1)C2=CC=C(C=C2)OCCN(C)C)C3=CC=CC=C3.C(C(=O)O)C(CC(=O)O)(C(=O)O)O. (4) Drug 1: C1CCC(C1)C(CC#N)N2C=C(C=N2)C3=C4C=CNC4=NC=N3. Drug 2: CC(C)NC(=O)C1=CC=C(C=C1)CNNC.Cl. Cell line: OVCAR-8. Synergy scores: CSS=0.531, Synergy_ZIP=6.91, Synergy_Bliss=10.6, Synergy_Loewe=8.65, Synergy_HSA=8.57. (5) Drug 1: CCC1(CC2CC(C3=C(CCN(C2)C1)C4=CC=CC=C4N3)(C5=C(C=C6C(=C5)C78CCN9C7C(C=CC9)(C(C(C8N6C)(C(=O)OC)O)OC(=O)C)CC)OC)C(=O)OC)O.OS(=O)(=O)O. Drug 2: CC1=C(C(=O)C2=C(C1=O)N3CC4C(C3(C2COC(=O)N)OC)N4)N. Cell line: EKVX. Synergy scores: CSS=7.26, Synergy_ZIP=2.51, Synergy_Bliss=0.169, Synergy_Loewe=-2.61, Synergy_HSA=-2.02. (6) Drug 1: CCCCCOC(=O)NC1=NC(=O)N(C=C1F)C2C(C(C(O2)C)O)O. Drug 2: CC1CCC2CC(C(=CC=CC=CC(CC(C(=O)C(C(C(=CC(C(=O)CC(OC(=O)C3CCCCN3C(=O)C(=O)C1(O2)O)C(C)CC4CCC(C(C4)OC)OCCO)C)C)O)OC)C)C)C)OC. Cell line: K-562. Synergy scores: CSS=-1.58, Synergy_ZIP=-3.67, Synergy_Bliss=-12.3, Synergy_Loewe=-11.8, Synergy_HSA=-10.2. (7) Drug 1: CCCS(=O)(=O)NC1=C(C(=C(C=C1)F)C(=O)C2=CNC3=C2C=C(C=N3)C4=CC=C(C=C4)Cl)F. Drug 2: CN(CCCl)CCCl.Cl. Cell line: RXF 393. Synergy scores: CSS=20.0, Synergy_ZIP=-0.0582, Synergy_Bliss=5.14, Synergy_Loewe=2.59, Synergy_HSA=7.50.